From a dataset of Catalyst prediction with 721,799 reactions and 888 catalyst types from USPTO. Predict which catalyst facilitates the given reaction. (1) Reactant: C[O:2][C:3]([C:5]1[CH:21]=[CH:20][C:8]2[N:9]=[C:10]([C:12]3[C:17]([CH3:18])=[CH:16][CH:15]=[CH:14][C:13]=3[CH3:19])[NH:11][C:7]=2[CH:6]=1)=O.[H-].[H-].[H-].[H-].[Li+].[Al+3].S([O-])([O-])(=O)=O.[Na+].[Na+].C(OCC)(=O)C. Product: [CH3:19][C:13]1[CH:14]=[CH:15][CH:16]=[C:17]([CH3:18])[C:12]=1[C:10]1[NH:11][C:7]2[CH:6]=[C:5]([CH2:3][OH:2])[CH:21]=[CH:20][C:8]=2[N:9]=1. The catalyst class is: 116. (2) Reactant: C[O:2][C:3](=[O:23])[CH:4]=[CH:5][C:6]1[CH:11]=[CH:10][C:9]([C:12]([CH3:15])([CH3:14])[CH3:13])=[CH:8][C:7]=1[O:16][CH:17]1[CH2:22][CH2:21][O:20][CH2:19][CH2:18]1.[OH-].[Na+].Cl. Product: [C:12]([C:9]1[CH:10]=[CH:11][C:6]([CH:5]=[CH:4][C:3]([OH:23])=[O:2])=[C:7]([O:16][CH:17]2[CH2:18][CH2:19][O:20][CH2:21][CH2:22]2)[CH:8]=1)([CH3:15])([CH3:13])[CH3:14]. The catalyst class is: 24.